Dataset: Full USPTO retrosynthesis dataset with 1.9M reactions from patents (1976-2016). Task: Predict the reactants needed to synthesize the given product. (1) Given the product [Br:8][C:9]1[CH:17]=[CH:16][C:12]([C:13]([N:20]2[CH2:21][CH2:22][O:23][CH2:24][C:19]2([CH3:25])[CH3:18])=[O:14])=[CH:11][CH:10]=1, predict the reactants needed to synthesize it. The reactants are: C(N(CC)CC)C.[Br:8][C:9]1[CH:17]=[CH:16][C:12]([C:13](Cl)=[O:14])=[CH:11][CH:10]=1.[CH3:18][C:19]1([CH3:25])[CH2:24][O:23][CH2:22][CH2:21][NH:20]1. (2) Given the product [CH3:23][C:24]1[N:25]=[C:26]([C:33]2[CH:38]=[CH:37][C:36]([C:39]([F:42])([F:40])[F:41])=[CH:35][CH:34]=2)[O:27][C:28]=1[C:29](=[O:32])[CH2:30][CH3:31], predict the reactants needed to synthesize it. The reactants are: CON(C)C(C1OC(C2C=CC(C(F)(F)F)=CC=2)=NC=1C)=O.[CH3:23][C:24]1[N:25]=[C:26]([C:33]2[CH:38]=[CH:37][C:36]([C:39]([F:42])([F:41])[F:40])=[CH:35][CH:34]=2)[O:27][C:28]=1[C:29](=[O:32])[CH2:30][CH3:31].C([Mg]Br)C.CCOCC. (3) Given the product [NH2:36][C:35]1[S:37]/[C:31](=[CH:14]\[C:11]2[CH:12]=[C:13]3[C:8](=[CH:9][CH:10]=2)[N:7]=[CH:6][N:5]=[C:4]3[O:3][CH2:1][CH3:2])/[C:32](=[O:33])[N:34]=1, predict the reactants needed to synthesize it. The reactants are: [CH2:1]([O:3][C:4]1[C:13]2[C:8](=[CH:9][CH:10]=[C:11]([CH:14]=O)[CH:12]=2)[N:7]=[CH:6][N:5]=1)[CH3:2].COC1C=CC(/C=[C:31]2/[C:32]([NH:34][C:35]([S:37]/2)=[NH:36])=[O:33])=CC=1OC1CCCC1.C([O-])(=O)C.[Na+].O. (4) Given the product [Si:10]([O:17][C:18]1[CH:19]=[CH:20][C:21]([C:2]2[CH:9]=[CH:8][C:5]([CH:6]=[O:7])=[CH:4][CH:3]=2)=[CH:22][CH:23]=1)([C:13]([CH3:16])([CH3:15])[CH3:14])([CH3:12])[CH3:11], predict the reactants needed to synthesize it. The reactants are: Br[C:2]1[CH:9]=[CH:8][C:5]([CH:6]=[O:7])=[CH:4][CH:3]=1.[Si:10]([O:17][C:18]1[CH:23]=[CH:22][C:21](B(O)O)=[CH:20][CH:19]=1)([C:13]([CH3:16])([CH3:15])[CH3:14])([CH3:12])[CH3:11]. (5) Given the product [O:73]=[C:63]([NH:62][C:58]1[CH:59]=[CH:60][CH:61]=[C:56]([NH:55][C:11]([C:10]2[C:5]([NH:4][CH2:1][CH2:2][CH3:3])=[N:6][C:7]([NH:14][CH2:15][CH2:16][C:17]3[CH:22]=[CH:21][N:20]=[CH:19][CH:18]=3)=[N:8][CH:9]=2)=[O:13])[CH:57]=1)[CH2:64][NH:65][C:66](=[O:72])[O:67][C:68]([CH3:71])([CH3:70])[CH3:69], predict the reactants needed to synthesize it. The reactants are: [CH2:1]([NH:4][C:5]1[C:10]([C:11]([OH:13])=O)=[CH:9][N:8]=[C:7]([NH:14][CH2:15][CH2:16][C:17]2[CH:22]=[CH:21][N:20]=[CH:19][CH:18]=2)[N:6]=1)[CH2:2][CH3:3].Cl.C(N=C=NCCCN(C)C)C.O.ON1C2C=CC=CC=2N=N1.C(N(CC)C(C)C)(C)C.[NH2:55][C:56]1[CH:57]=[C:58]([NH:62][C:63](=[O:73])[CH2:64][NH:65][C:66](=[O:72])[O:67][C:68]([CH3:71])([CH3:70])[CH3:69])[CH:59]=[CH:60][CH:61]=1.[Cl-].[Na+]. (6) Given the product [C:15]([O:14][C:13]([NH:12][CH2:11][CH2:10][CH2:9][CH2:8][CH2:7][CH2:6][NH:5][C:3](=[O:4])[CH2:2][O:20][C:21]1[CH:30]=[CH:29][CH:28]=[C:23]([C:24]([O:26][CH3:27])=[O:25])[C:22]=1[C:31]([O:33][CH3:34])=[O:32])=[O:19])([CH3:18])([CH3:17])[CH3:16], predict the reactants needed to synthesize it. The reactants are: Cl[CH2:2][C:3]([NH:5][CH2:6][CH2:7][CH2:8][CH2:9][CH2:10][CH2:11][NH:12][C:13](=[O:19])[O:14][C:15]([CH3:18])([CH3:17])[CH3:16])=[O:4].[OH:20][C:21]1[CH:30]=[CH:29][CH:28]=[C:23]([C:24]([O:26][CH3:27])=[O:25])[C:22]=1[C:31]([O:33][CH3:34])=[O:32].C(=O)([O-])[O-].[Cs+].[Cs+]. (7) Given the product [CH2:1]([O:3][C:4]1[CH:5]=[C:6]([CH:28]=[C:29]([O:32][CH2:33][CH3:34])[C:30]=1[C:37]1[CH:36]=[N:35][CH:40]=[CH:39][CH:38]=1)[CH2:7][N:8]1[CH2:9][C:10]2([CH2:15][C:14]([N:16]3[CH2:17][CH2:18][C:19]([CH3:27])([C:22]([OH:24])=[O:23])[CH2:20][CH2:21]3)=[N:13][O:12]2)[CH2:11]1)[CH3:2], predict the reactants needed to synthesize it. The reactants are: [CH2:1]([O:3][C:4]1[CH:5]=[C:6]([CH:28]=[C:29]([O:32][CH2:33][CH3:34])[C:30]=1I)[CH2:7][N:8]1[CH2:11][C:10]2([CH2:15][C:14]([N:16]3[CH2:21][CH2:20][C:19]([CH3:27])([C:22]([O:24]CC)=[O:23])[CH2:18][CH2:17]3)=[N:13][O:12]2)[CH2:9]1)[CH3:2].[N:35]1[CH:40]=[CH:39][CH:38]=[C:37](B(O)O)[CH:36]=1. (8) Given the product [C:13]([C:11]1[CH:10]=[C:9]([C:17]2[CH:25]=[CH:24][CH:23]=[C:22]3[C:18]=2[CH2:19][CH:20]([CH2:27][C:28]2([CH3:34])[CH2:33][CH2:32][CH2:31][CH2:30][CH2:29]2)[CH:21]3[OH:26])[CH:8]=[C:7]([C:3]([CH3:6])([CH3:5])[CH3:4])[CH:12]=1)([CH3:14])([CH3:15])[CH3:16], predict the reactants needed to synthesize it. The reactants are: [BH4-].[Na+].[C:3]([C:7]1[CH:8]=[C:9]([C:17]2[CH:25]=[CH:24][CH:23]=[C:22]3[C:18]=2[CH2:19][CH:20]([CH2:27][C:28]2([CH3:34])[CH2:33][CH2:32][CH2:31][CH2:30][CH2:29]2)[C:21]3=[O:26])[CH:10]=[C:11]([C:13]([CH3:16])([CH3:15])[CH3:14])[CH:12]=1)([CH3:6])([CH3:5])[CH3:4].C1COCC1. (9) Given the product [CH2:44]([N:28]([CH2:26][CH3:27])[C:29](=[O:43])[O:30][C:31]1[C:40]2[C:35](=[CH:36][CH:37]=[CH:38][CH:39]=2)[C:34]([CH2:41][NH:21][C:19]([C:12]2[C:10]3[O:11][C:7]4[C@@:8]([CH3:24])([C:22](=[O:23])[C:4]([C:1](=[O:3])[CH3:2])=[C:5]([OH:25])[CH:6]=4)[C:9]=3[C:15]([OH:16])=[CH:14][C:13]=2[O:17][CH3:18])=[O:20])=[CH:33][CH:32]=1)[CH3:45], predict the reactants needed to synthesize it. The reactants are: [C:1]([C:4]1[C:22](=[O:23])[C@@:8]2([CH3:24])[C:9]3[C:15]([OH:16])=[CH:14][C:13]([O:17][CH3:18])=[C:12]([C:19]([NH2:21])=[O:20])[C:10]=3[O:11][C:7]2=[CH:6][C:5]=1[OH:25])(=[O:3])[CH3:2].[CH2:26]([N:28]([CH2:44][CH3:45])[C:29](=[O:43])[O:30][C:31]1[C:40]2[C:35](=[CH:36][CH:37]=[CH:38][CH:39]=2)[C:34]([CH:41]=O)=[CH:33][CH:32]=1)[CH3:27].C([SiH](CC)CC)C.FC(F)(F)C(O)=O. (10) Given the product [Cl:27][C:26]1[CH:25]=[CH:24][CH:23]=[C:22]([Cl:28])[C:21]=1[CH2:20][O:19][C:17]1[C:16]([NH2:29])=[N:15][CH:14]=[C:13]([C:9]2[NH:8][CH:12]=[CH:11][CH:10]=2)[CH:18]=1, predict the reactants needed to synthesize it. The reactants are: C(OC([N:8]1[CH:12]=[CH:11][CH:10]=[C:9]1[C:13]1[CH:14]=[N:15][C:16]([NH2:29])=[C:17]([O:19][CH2:20][C:21]2[C:26]([Cl:27])=[CH:25][CH:24]=[CH:23][C:22]=2[Cl:28])[CH:18]=1)=O)(C)(C)C.C(=O)([O-])[O-].[Na+].[Na+].